Dataset: NCI-60 drug combinations with 297,098 pairs across 59 cell lines. Task: Regression. Given two drug SMILES strings and cell line genomic features, predict the synergy score measuring deviation from expected non-interaction effect. Drug 1: CC1=C(C(CCC1)(C)C)C=CC(=CC=CC(=CC(=O)O)C)C. Drug 2: C(CN)CNCCSP(=O)(O)O. Cell line: NCI-H522. Synergy scores: CSS=1.00, Synergy_ZIP=-0.600, Synergy_Bliss=-0.388, Synergy_Loewe=-0.292, Synergy_HSA=-0.203.